Dataset: Full USPTO retrosynthesis dataset with 1.9M reactions from patents (1976-2016). Task: Predict the reactants needed to synthesize the given product. (1) Given the product [F:21][C:18]1[CH:19]=[CH:20][C:15]([C:14]2[CH:13]=[CH:12][N:11]=[CH:10][C:9]=2[N:7]([CH3:8])[C:5](=[O:6])[C:4]2[CH:24]=[C:25]([C:27]([F:30])([F:29])[F:28])[N:41]=[C:33]([C:32]([F:47])([F:46])[F:31])[CH:3]=2)=[C:16]([O:22][CH3:23])[CH:17]=1, predict the reactants needed to synthesize it. The reactants are: FC1[CH:3]=[C:4]([CH:24]=[C:25]([C:27]([F:30])([F:29])[F:28])C=1)[C:5]([N:7]([C:9]1[CH:10]=[N:11][CH:12]=[CH:13][C:14]=1[C:15]1[CH:20]=[CH:19][C:18]([F:21])=[CH:17][C:16]=1[O:22][CH3:23])[CH3:8])=[O:6].[F:31][C:32]([F:47])([F:46])[C:33]1C=C(C=C(C(F)(F)F)[N:41]=1)C(O)=O. (2) Given the product [Cl:19][C:20]1[CH:26]=[CH:25][CH:24]=[CH:23][C:21]=1[NH:22][C:8](=[O:10])[CH:2]([CH3:1])[C:3]([O:5][CH2:6][CH3:7])=[O:4], predict the reactants needed to synthesize it. The reactants are: [CH3:1][CH:2]([C:8]([O:10]CC)=O)[C:3]([O:5][CH2:6][CH3:7])=[O:4].N1C=CC=CC=1.[Cl:19][C:20]1[CH:26]=[CH:25][CH:24]=[CH:23][C:21]=1[NH2:22]. (3) The reactants are: [CH2:1]([OH:8])[CH:2]([OH:7])[CH2:3][CH2:4][CH2:5][OH:6].[C:9]1(C)[CH:14]=CC(S(O)(=O)=O)=C[CH:10]=1.COC(OC)(C)C. Given the product [CH3:10][C:9]1([CH3:14])[O:7][CH:2]([CH2:3][CH2:4][CH2:5][OH:6])[CH2:1][O:8]1, predict the reactants needed to synthesize it. (4) Given the product [C:26]([NH:30][C:20]([CH:17]1[CH2:18][CH2:19][CH:14]([C:11]2[CH:12]=[CH:13][C:8]([Cl:7])=[CH:9][CH:10]=2)[CH2:15][CH2:16]1)([CH2:21][CH2:22][CH:23]=[CH2:24])[C:6]([NH:5][C:1]([CH3:4])([CH3:3])[CH3:2])=[O:31])(=[O:29])[CH3:27], predict the reactants needed to synthesize it. The reactants are: [C:1]([N+:5]#[C-:6])([CH3:4])([CH3:3])[CH3:2].[Cl:7][C:8]1[CH:13]=[CH:12][C:11]([CH:14]2[CH2:19][CH2:18][CH:17]([C:20](=O)[CH2:21][CH2:22][CH:23]=[CH2:24])[CH2:16][CH2:15]2)=[CH:10][CH:9]=1.[C:26]([O-:29])(=O)[CH3:27].[NH4+:30].[OH2:31]. (5) Given the product [CH3:1][N:2]([CH3:29])[CH:3]1[CH2:7][N:6]2[C:8](=[O:28])[C:9]([C:21]3[CH:26]=[CH:25][C:24]([F:27])=[CH:23][CH:22]=3)=[C:10]([C:11]3[CH:16]=[CH:15][N:14]=[C:13]([NH:38][C@H:31]([C:32]4[CH:37]=[CH:36][CH:35]=[CH:34][CH:33]=4)[CH3:30])[N:12]=3)[N:5]2[CH2:4]1, predict the reactants needed to synthesize it. The reactants are: [CH3:1][N:2]([CH3:29])[CH:3]1[CH2:7][N:6]2[C:8](=[O:28])[C:9]([C:21]3[CH:26]=[CH:25][C:24]([F:27])=[CH:23][CH:22]=3)=[C:10]([C:11]3[CH:16]=[CH:15][N:14]=[C:13](S(C)(=O)=O)[N:12]=3)[N:5]2[CH2:4]1.[CH3:30][C@H:31]([NH2:38])[C:32]1[CH:37]=[CH:36][CH:35]=[CH:34][CH:33]=1.